From a dataset of Catalyst prediction with 721,799 reactions and 888 catalyst types from USPTO. Predict which catalyst facilitates the given reaction. (1) Reactant: [F:1][C:2]([F:25])([F:24])/[CH:3]=[CH:4]/[C:5]1[CH:22]=[CH:21][C:8]([C:9]([NH:11][C:12]2[CH:20]=[C:19]3[C:15]([CH2:16][CH2:17][NH:18]3)=[CH:14][CH:13]=2)=[O:10])=[C:7]([CH3:23])[CH:6]=1.C(N(CC)C(C)C)(C)C.[CH3:35][C:36]([CH3:41])([CH3:40])[C:37](Cl)=[O:38]. Product: [CH3:35][C:36]([CH3:41])([CH3:40])[C:37]([N:18]1[C:19]2[C:15](=[CH:14][CH:13]=[C:12]([NH:11][C:9](=[O:10])[C:8]3[CH:21]=[CH:22][C:5](/[CH:4]=[CH:3]/[C:2]([F:1])([F:24])[F:25])=[CH:6][C:7]=3[CH3:23])[CH:20]=2)[CH2:16][CH2:17]1)=[O:38]. The catalyst class is: 2. (2) Reactant: [Mg].[CH2:2](Cl)[C:3]([C:6]1[CH:11]=[CH:10][CH:9]=[CH:8][CH:7]=1)([CH3:5])[CH3:4].II.BrCCBr.[C:19](=[O:21])=[O:20]. Product: [CH3:4][C:3]([CH3:5])([C:6]1[CH:11]=[CH:10][CH:9]=[CH:8][CH:7]=1)[CH2:2][C:19]([OH:21])=[O:20]. The catalyst class is: 7.